This data is from Full USPTO retrosynthesis dataset with 1.9M reactions from patents (1976-2016). The task is: Predict the reactants needed to synthesize the given product. (1) Given the product [Br:6][C:7]1[CH:12]=[CH:11][CH:10]=[CH:9][C:8]=1[CH2:13][CH2:14][N:15]1[C:23]2[C:18](=[N:19][C:20]([O:24][CH3:25])=[CH:21][CH:22]=2)[CH:17]=[CH:16]1, predict the reactants needed to synthesize it. The reactants are: O.NN.[OH-].[Na+].[Br:6][C:7]1[CH:12]=[CH:11][CH:10]=[CH:9][C:8]=1[C:13](=O)[CH2:14][N:15]1[C:23]2[C:18](=[N:19][C:20]([O:24][CH3:25])=[CH:21][CH:22]=2)[CH:17]=[CH:16]1. (2) Given the product [CH2:1]([C:8]1[N:9]=[C:10]([C@H:13]2[CH2:17][CH2:16][C@H:15]([NH2:18])[CH2:14]2)[S:11][CH:12]=1)[C:2]1[CH:3]=[CH:4][CH:5]=[CH:6][CH:7]=1, predict the reactants needed to synthesize it. The reactants are: [CH2:1]([C:8]1[N:9]=[C:10]([C@@H:13]2[CH2:17][CH2:16][C@H:15]([NH:18]C3N=CN=C4NN=CC=34)[CH2:14]2)[S:11][CH:12]=1)[C:2]1[CH:7]=[CH:6][CH:5]=[CH:4][CH:3]=1.FC(F)(F)C(O)=O.